The task is: Predict which catalyst facilitates the given reaction.. This data is from Catalyst prediction with 721,799 reactions and 888 catalyst types from USPTO. (1) Reactant: [Br:1][C:2]1[CH:11]=[CH:10][C:9]([CH:12]=[N:13]O)=[C:8]2[C:3]=1[CH:4]=[N:5][CH:6]=[N:7]2.C(P1(=O)OP(=O)(CCC)OP(=O)(CCC)O1)CC.O. Product: [Br:1][C:2]1[CH:11]=[CH:10][C:9]([C:12]#[N:13])=[C:8]2[C:3]=1[CH:4]=[N:5][CH:6]=[N:7]2. The catalyst class is: 3. (2) Reactant: Cl([O-])(=O)(=O)=O.[CH2:6]([C:9]1[C:13]2[CH:14]=[CH:15][CH:16]=[CH:17][C:12]=2[S:11][C:10]=1[C:18]1[C:30]2[C:22](=[CH:23][C:24]3[NH:25][C:26](=[O:31])[O:27][C:28]=3[CH:29]=2)[CH:21]=[C:20]([CH3:32])[O+]=1)[CH2:7][CH3:8].C(C1C2C=CC=CC=2SC=1C=O)CC.O.[NH2:48][NH2:49]. Product: [CH3:32][C:20]1[CH2:21][C:22]2[CH:23]=[C:24]3[NH:25][C:26](=[O:31])[O:27][C:28]3=[CH:29][C:30]=2[C:18]([C:10]2[S:11][C:12]3[CH:17]=[CH:16][CH:15]=[CH:14][C:13]=3[C:9]=2[CH2:6][CH2:7][CH3:8])=[N:49][N:48]=1. The catalyst class is: 41. (3) Reactant: Cl.[Cl:2][C:3]1[CH:4]=[C:5]([CH:10]2[CH2:15][CH:14]([C:16]([O:18][CH3:19])=[O:17])[CH2:13][CH2:12][NH:11]2)[CH:6]=[C:7]([Cl:9])[CH:8]=1.CCN(C(C)C)C(C)C.Cl[C:30]([O:32][CH3:33])=[O:31]. Product: [Cl:9][C:7]1[CH:6]=[C:5]([CH:10]2[CH2:15][CH:14]([C:16]([O:18][CH3:19])=[O:17])[CH2:13][CH2:12][N:11]2[C:30]([O:32][CH3:33])=[O:31])[CH:4]=[C:3]([Cl:2])[CH:8]=1. The catalyst class is: 2. (4) Reactant: C1C2C(COC([NH:18][C@@H:19]([CH2:34][C:35]3[C:43]4[C:38](=[CH:39][CH:40]=[CH:41][CH:42]=4)[NH:37][CH:36]=3)[C:20]([NH:22][C@H:23]([CH2:27][S:28][S:29][C:30]([CH3:33])([CH3:32])[CH3:31])[C:24]([OH:26])=[O:25])=[O:21])=O)C3C(=CC=CC=3)C=2C=CC=1.C1CCN2C(=NCCC2)CC1.Cl. Product: [NH2:18][C@@H:19]([CH2:34][C:35]1[C:43]2[C:38](=[CH:39][CH:40]=[CH:41][CH:42]=2)[NH:37][CH:36]=1)[C:20]([NH:22][C@H:23]([CH2:27][S:28][S:29][C:30]([CH3:32])([CH3:31])[CH3:33])[C:24]([OH:26])=[O:25])=[O:21]. The catalyst class is: 9. (5) Reactant: C[O:2][C:3]1[CH:8]=[CH:7][C:6]([C:9](=[C:20]2[CH2:25][C:24]([CH3:27])([CH3:26])[CH2:23][C:22]([CH3:29])([CH3:28])[CH2:21]2)[C:10]2[CH:15]=[CH:14][C:13]([NH:16][C:17](=[O:19])[CH3:18])=[CH:12][CH:11]=2)=[CH:5][CH:4]=1.B(Br)(Br)Br. Product: [OH:2][C:3]1[CH:4]=[CH:5][C:6]([C:9](=[C:20]2[CH2:21][C:22]([CH3:29])([CH3:28])[CH2:23][C:24]([CH3:27])([CH3:26])[CH2:25]2)[C:10]2[CH:15]=[CH:14][C:13]([NH:16][C:17](=[O:19])[CH3:18])=[CH:12][CH:11]=2)=[CH:7][CH:8]=1. The catalyst class is: 2.